This data is from Full USPTO retrosynthesis dataset with 1.9M reactions from patents (1976-2016). The task is: Predict the reactants needed to synthesize the given product. Given the product [Cl:12][C:9]1[CH:10]=[CH:11][C:6]2[N:7]([CH:2]=[CH:3][N:5]=2)[N:8]=1, predict the reactants needed to synthesize it. The reactants are: Br[CH2:2][CH:3]=O.[NH2:5][C:6]1[N:7]=[N:8][C:9]([Cl:12])=[CH:10][CH:11]=1.